Dataset: Full USPTO retrosynthesis dataset with 1.9M reactions from patents (1976-2016). Task: Predict the reactants needed to synthesize the given product. (1) The reactants are: C([Si](C)(C)[O:6][CH2:7][CH2:8][N:9]([C:38]#[N:39])[C:10]1[CH:15]=[CH:14][C:13]([NH:16][C:17]([C:19]2[CH:24]=[C:23]([N:25]([CH3:27])[CH3:26])[C:22]([CH3:28])=[CH:21][C:20]=2[NH:29][C:30]([C:32]2[S:33][C:34]([Cl:37])=[CH:35][CH:36]=2)=[O:31])=[O:18])=[CH:12][CH:11]=1)(C)(C)C.[CH3:42][S:43]([OH:46])(=[O:45])=[O:44]. Given the product [CH3:42][S:43]([OH:46])(=[O:45])=[O:44].[Cl:37][C:34]1[S:33][C:32]([C:30]([NH:29][C:20]2[CH:21]=[C:22]([CH3:28])[C:23]([N:25]([CH3:26])[CH3:27])=[CH:24][C:19]=2[C:17]([NH:16][C:13]2[CH:14]=[CH:15][C:10]([N:9]3[CH2:8][CH2:7][O:6][C:38]3=[NH:39])=[CH:11][CH:12]=2)=[O:18])=[O:31])=[CH:36][CH:35]=1, predict the reactants needed to synthesize it. (2) Given the product [F:1][C:2]1[CH:29]=[C:28]([F:30])[CH:27]=[CH:26][C:3]=1[C:4](=[N:32][OH:33])[CH:6]1[CH2:11][CH2:10][N:9]([CH2:12][CH2:13][C:14]2[C:19](=[O:20])[N:18]3[CH2:21][CH2:22][CH2:23][CH2:24][C:17]3=[N:16][C:15]=2[CH3:25])[CH2:8][CH2:7]1, predict the reactants needed to synthesize it. The reactants are: [F:1][C:2]1[CH:29]=[C:28]([F:30])[CH:27]=[CH:26][C:3]=1[C:4]([CH:6]1[CH2:11][CH2:10][N:9]([CH2:12][CH2:13][C:14]2[C:19](=[O:20])[N:18]3[CH2:21][CH2:22][CH2:23][CH2:24][C:17]3=[N:16][C:15]=2[CH3:25])[CH2:8][CH2:7]1)=O.Cl.[NH2:32][OH:33].C(O)C.[OH-].[K+]. (3) The reactants are: [C:1](=[O:8])([O:3][C:4]([CH3:7])([CH3:6])[CH3:5])[NH2:2].[OH-].[Na+].Cl[O:12]C(C)(C)C.[Br:17][C:18]1[CH:19]=[C:20](/[CH:25]=[CH:26]/[C:27]2[CH:32]=[CH:31][C:30]([C:33]([F:36])([F:35])[F:34])=[CH:29][CH:28]=2)[C:21]([F:24])=[N:22][CH:23]=1. Given the product [Br:17][C:18]1[CH:19]=[C:20]([C@@H:25]([NH:2][C:1](=[O:8])[O:3][C:4]([CH3:7])([CH3:6])[CH3:5])[C@H:26]([OH:12])[C:27]2[CH:32]=[CH:31][C:30]([C:33]([F:35])([F:36])[F:34])=[CH:29][CH:28]=2)[C:21]([F:24])=[N:22][CH:23]=1, predict the reactants needed to synthesize it. (4) The reactants are: [Cl:1][C:2]1[CH:3]=[CH:4][C:5]([OH:22])=[C:6]([C:8]2[N:13]=[C:12]([NH:14][CH2:15][C@H:16]([NH:19][CH:20]=O)[CH2:17][CH3:18])[CH:11]=[CH:10][N:9]=2)[CH:7]=1.[H-].[Al+3].[Li+].[H-].[H-].[H-]. Given the product [Cl:1][C:2]1[CH:3]=[CH:4][C:5]([OH:22])=[C:6]([C:8]2[N:13]=[C:12]([NH:14][CH2:15][C@H:16]([NH:19][CH3:20])[CH2:17][CH3:18])[CH:11]=[CH:10][N:9]=2)[CH:7]=1, predict the reactants needed to synthesize it. (5) The reactants are: [NH2:1][C:2](=O)[C@@H:3]([NH:12][C:13]([C:15]1([NH:21][C:22](=[O:28])[O:23][C:24]([CH3:27])([CH3:26])[CH3:25])[CH2:20][CH2:19][O:18][CH2:17][CH2:16]1)=[O:14])[CH2:4][C:5]1[CH:10]=[CH:9][C:8]([I:11])=[CH:7][CH:6]=1.CC[N+](S(N=C(OC)[O-])(=O)=O)(CC)CC. Given the product [C:2]([C@@H:3]([NH:12][C:13]([C:15]1([NH:21][C:22](=[O:28])[O:23][C:24]([CH3:26])([CH3:25])[CH3:27])[CH2:20][CH2:19][O:18][CH2:17][CH2:16]1)=[O:14])[CH2:4][C:5]1[CH:10]=[CH:9][C:8]([I:11])=[CH:7][CH:6]=1)#[N:1], predict the reactants needed to synthesize it. (6) The reactants are: C(OC(=O)C[C@@H](N1C=CC(C2C=CC=CC=2)=C1)C(N[C@H](C(=O)NC)C(C)(C)C)=O)C1C=CC=CC=1.[CH2:36]([O:43][C:44](=[O:77])[CH2:45][C@@H:46]([NH:69][C:70](OC(C)(C)C)=O)[C:47]([NH:49][C@@H:50]([C:63]1[CH:68]=[CH:67][CH:66]=[CH:65][CH:64]=1)[CH2:51][O:52][C:53]([O:55][CH2:56][C:57]1[CH:62]=[CH:61][CH:60]=[CH:59][CH:58]=1)=[O:54])=[O:48])[C:37]1[CH:42]=[CH:41][CH:40]=[CH:39][CH:38]=1.CO[CH:80]1[CH:84]([C:85]2[CH:90]=[CH:89][C:88]([C:91]3[CH:96]=[CH:95][N:94]=[CH:93][CH:92]=3)=[CH:87][CH:86]=2)[CH2:83]C(OC)O1.CO.C(Cl)Cl. Given the product [CH2:36]([O:43][C:44](=[O:77])[CH2:45][C@@H:46]([N:69]1[CH:70]=[CH:83][C:84]([C:85]2[CH:90]=[CH:89][C:88]([C:91]3[CH:96]=[CH:95][N:94]=[CH:93][CH:92]=3)=[CH:87][CH:86]=2)=[CH:80]1)[C:47]([NH:49][C@@H:50]([C:63]1[CH:68]=[CH:67][CH:66]=[CH:65][CH:64]=1)[CH2:51][O:52][C:53]([O:55][CH2:56][C:57]1[CH:58]=[CH:59][CH:60]=[CH:61][CH:62]=1)=[O:54])=[O:48])[C:37]1[CH:38]=[CH:39][CH:40]=[CH:41][CH:42]=1, predict the reactants needed to synthesize it.